Dataset: Full USPTO retrosynthesis dataset with 1.9M reactions from patents (1976-2016). Task: Predict the reactants needed to synthesize the given product. Given the product [S:5]1[CH:6]=[C:2]([C:15]2[CH:16]=[C:17]3[C:22](=[C:23]([O:25][CH2:26][O:27][CH2:28][CH2:29][Si:30]([CH3:33])([CH3:31])[CH3:32])[CH:24]=2)[N:21]=[CH:20][N:19]([CH2:34][O:35][CH2:36][CH2:37][Si:38]([CH3:41])([CH3:40])[CH3:39])[C:18]3=[O:42])[N:3]=[CH:4]1, predict the reactants needed to synthesize it. The reactants are: Br[C:2]1[N:3]=[CH:4][S:5][CH:6]=1.CC1(C)C(C)(C)OB([C:15]2[CH:16]=[C:17]3[C:22](=[C:23]([O:25][CH2:26][O:27][CH2:28][CH2:29][Si:30]([CH3:33])([CH3:32])[CH3:31])[CH:24]=2)[N:21]=[CH:20][N:19]([CH2:34][O:35][CH2:36][CH2:37][Si:38]([CH3:41])([CH3:40])[CH3:39])[C:18]3=[O:42])O1.C(=O)([O-])[O-].[K+].[K+].O.